Dataset: Forward reaction prediction with 1.9M reactions from USPTO patents (1976-2016). Task: Predict the product of the given reaction. (1) Given the reactants [CH2:1]([O:8][C:9]1[CH:17]=[CH:16][C:12]([C:13]([OH:15])=[O:14])=[CH:11][CH:10]=1)[C:2]1[CH:7]=[CH:6][CH:5]=[CH:4][CH:3]=1.[CH2:18]([O:24][C:25]1[CH:30]=[CH:29][C:28](O)=[CH:27][CH:26]=1)[CH2:19][CH2:20][CH2:21][CH2:22][CH3:23].C1(N=C=NC2CCCCC2)CCCCC1.O, predict the reaction product. The product is: [CH2:1]([O:8][C:9]1[CH:10]=[CH:11][C:12]([C:13]([O:15][C:28]2[CH:29]=[CH:30][C:25]([O:24][CH2:18][CH2:19][CH2:20][CH2:21][CH2:22][CH3:23])=[CH:26][CH:27]=2)=[O:14])=[CH:16][CH:17]=1)[C:2]1[CH:3]=[CH:4][CH:5]=[CH:6][CH:7]=1. (2) Given the reactants Cl.[S:2]1[C:6]([C:7]2[C:15]3[C:11](=[CH:12][N:13](COCC[Si](C)(C)C)[N:14]=3)[CH:10]=[C:9]([C:24]3[CH:25]=[N:26][C:27]([NH2:30])=[N:28][CH:29]=3)[CH:8]=2)=[CH:5][C:4]2[CH:31]=[CH:32][CH:33]=[CH:34][C:3]1=2, predict the reaction product. The product is: [S:2]1[C:6]([C:7]2[CH:8]=[C:9]([C:24]3[CH:29]=[N:28][C:27]([NH2:30])=[N:26][CH:25]=3)[CH:10]=[C:11]3[C:15]=2[NH:14][N:13]=[CH:12]3)=[CH:5][C:4]2[CH:31]=[CH:32][CH:33]=[CH:34][C:3]1=2. (3) The product is: [CH3:13][O:14][CH2:15][C:16]1[S:49][C:19]2[N:20]([CH2:34][C:35]3[CH:36]=[CH:37][C:38]([C:41]4[CH:46]=[CH:45][CH:44]=[CH:43][C:42]=4[C:47]4[NH:3][C:4](=[O:7])[O:5][N:48]=4)=[CH:39][CH:40]=3)[C:21](=[O:33])[N:22]([CH2:25][CH2:26][C:27]3[CH:28]=[CH:29][CH:30]=[CH:31][CH:32]=3)[C:23](=[O:24])[C:18]=2[CH:17]=1. Given the reactants [Cl-].O[NH3+:3].[C:4](=[O:7])([O-])[OH:5].[Na+].CS(C)=O.[CH3:13][O:14][CH2:15][C:16]1[S:49][C:19]2[N:20]([CH2:34][C:35]3[CH:40]=[CH:39][C:38]([C:41]4[C:42]([C:47]#[N:48])=[CH:43][CH:44]=[CH:45][CH:46]=4)=[CH:37][CH:36]=3)[C:21](=[O:33])[N:22]([CH2:25][CH2:26][C:27]3[CH:32]=[CH:31][CH:30]=[CH:29][CH:28]=3)[C:23](=[O:24])[C:18]=2[CH:17]=1, predict the reaction product. (4) Given the reactants [NH2:1][C:2]1[CH:10]=[C:9]([O:11][CH3:12])[CH:8]=[C:7]([O:13][CH3:14])[C:3]=1[C:4]([NH2:6])=[O:5].[OH:15][CH2:16][CH2:17][N:18]([CH2:27][CH2:28][OH:29])[C:19]1[CH:26]=[CH:25][C:22]([CH:23]=O)=[CH:21][CH:20]=1.COC1C=C(OC)C=C2C=1C(=O)NC(C1C=CC=CN=1)=N2, predict the reaction product. The product is: [OH:15][CH2:16][CH2:17][N:18]([CH2:27][CH2:28][OH:29])[C:19]1[CH:26]=[CH:25][C:22]([C:23]2[NH:6][C:4](=[O:5])[C:3]3[C:2](=[CH:10][C:9]([O:11][CH3:12])=[CH:8][C:7]=3[O:13][CH3:14])[N:1]=2)=[CH:21][CH:20]=1. (5) Given the reactants [Cl:1][C:2]1[CH:8]=[C:7](I)[C:5]([NH2:6])=[C:4]([F:10])[CH:3]=1.[CH:11]#[C:12][CH3:13], predict the reaction product. The product is: [Cl:1][C:2]1[CH:8]=[C:7]([C:11]#[C:12][CH3:13])[C:5]([NH2:6])=[C:4]([F:10])[CH:3]=1. (6) Given the reactants [C:1]([O:5][C:6]([N:8]([CH3:17])[C@@H:9]1[CH2:13][CH2:12][C@H:11]([C:14]([OH:16])=O)[CH2:10]1)=[O:7])([CH3:4])([CH3:3])[CH3:2].[C:18]([NH:23][NH2:24])(=[O:22])[CH2:19][CH2:20][CH3:21].Cl.CN(C)CCCN=C=NCC.O.ON1C2C=CC=CC=2N=N1, predict the reaction product. The product is: [C:1]([O:5][C:6](=[O:7])[N:8]([C@@H:9]1[CH2:13][CH2:12][C@H:11]([C:14]([NH:24][NH:23][C:18](=[O:22])[CH2:19][CH2:20][CH3:21])=[O:16])[CH2:10]1)[CH3:17])([CH3:2])([CH3:3])[CH3:4]. (7) Given the reactants [CH2:1]([C:3]1[CH:17]=[C:16]([O:18][CH2:19][CH:20]=[C:21]([Cl:23])[Cl:22])[CH:15]=[C:14]([CH2:24][CH3:25])[C:4]=1[O:5][CH2:6][CH2:7][CH2:8][CH2:9][O:10][CH2:11][CH:12]=O)[CH3:2].Cl.[NH2:27][OH:28].Cl, predict the reaction product. The product is: [CH2:1]([C:3]1[CH:17]=[C:16]([O:18][CH2:19][CH:20]=[C:21]([Cl:23])[Cl:22])[CH:15]=[C:14]([CH2:24][CH3:25])[C:4]=1[O:5][CH2:6][CH2:7][CH2:8][CH2:9][O:10][CH2:11][CH:12]=[N:27][OH:28])[CH3:2]. (8) Given the reactants [C:1]([NH:8][CH2:9][CH2:10][CH2:11][OH:12])([O:3][C:4]([CH3:7])([CH3:6])[CH3:5])=[O:2].[CH3:13][S:14](Cl)(=[O:16])=[O:15], predict the reaction product. The product is: [CH3:13][S:14]([O:12][CH2:11][CH2:10][CH2:9][NH:8][C:1]([O:3][C:4]([CH3:5])([CH3:6])[CH3:7])=[O:2])(=[O:16])=[O:15].